From a dataset of Oral bioavailability binary classification data from Ma et al.. Regression/Classification. Given a drug SMILES string, predict its absorption, distribution, metabolism, or excretion properties. Task type varies by dataset: regression for continuous measurements (e.g., permeability, clearance, half-life) or binary classification for categorical outcomes (e.g., BBB penetration, CYP inhibition). Dataset: bioavailability_ma. The molecule is CC(C)C[C@H]1C(=O)N2CCC[C@H]2[C@]2(O)O[C@](NC(=O)[C@@H]3C=C4c5cccc6[nH]c(Br)c(c56)C[C@H]4N(C)C3)(C(C)C)C(=O)N12. The result is 0 (low bioavailability).